The task is: Predict the product of the given reaction.. This data is from Forward reaction prediction with 1.9M reactions from USPTO patents (1976-2016). (1) Given the reactants [F:1][C:2]1[CH:9]=[CH:8][C:7]([C:10]#[C:11][C:12]2([OH:32])[CH2:17][CH2:16][N:15]([C:18](=[O:31])[CH2:19][C:20]3[CH:25]=[CH:24][C:23]([N:26]4[CH:30]=[N:29][N:28]=[N:27]4)=[CH:22][CH:21]=3)[CH2:14][CH2:13]2)=[CH:6][C:3]=1[C:4]#[N:5], predict the reaction product. The product is: [F:1][C:2]1[CH:9]=[CH:8][C:7]([CH2:10][CH2:11][C:12]2([OH:32])[CH2:17][CH2:16][N:15]([C:18](=[O:31])[CH2:19][C:20]3[CH:25]=[CH:24][C:23]([N:26]4[CH:30]=[N:29][N:28]=[N:27]4)=[CH:22][CH:21]=3)[CH2:14][CH2:13]2)=[CH:6][C:3]=1[C:4]#[N:5]. (2) Given the reactants [CH:1]1([NH2:8])[CH2:7][CH2:6][CH2:5][CH2:4][CH2:3][CH2:2]1.[CH3:9][O:10][CH:11]([O:14][CH3:15])[CH:12]=O, predict the reaction product. The product is: [CH3:9][O:10][CH:11]([O:14][CH3:15])[CH2:12][NH:8][CH:1]1[CH2:7][CH2:6][CH2:5][CH2:4][CH2:3][CH2:2]1. (3) Given the reactants [F:1][C:2]1[CH:3]=[C:4]([CH:8]=[CH:9][C:10]=1[CH2:11][CH:12]([CH3:14])[CH3:13])[C:5]([OH:7])=O.ON1C2C=CC=CC=2N=N1.Cl.C(N=C=NCCCN(C)C)C.[Si]([O:44][CH2:45][C:46]1[N:51]=[CH:50][C:49]([C:52](=[N:54]O)[NH2:53])=[CH:48][CH:47]=1)(C(C)(C)C)(C)C.[F-].C([N+](CCCC)(CCCC)CCCC)CCC.O1CCCC1, predict the reaction product. The product is: [F:1][C:2]1[CH:3]=[C:4]([C:5]2[O:7][N:54]=[C:52]([C:49]3[CH:48]=[CH:47][C:46]([CH2:45][OH:44])=[N:51][CH:50]=3)[N:53]=2)[CH:8]=[CH:9][C:10]=1[CH2:11][CH:12]([CH3:14])[CH3:13].